From a dataset of Catalyst prediction with 721,799 reactions and 888 catalyst types from USPTO. Predict which catalyst facilitates the given reaction. (1) Reactant: [Cl:1][C:2]1[CH:7]=[CH:6][C:5]([CH2:8][CH2:9][S:10]([O-:13])(=O)=[O:11])=[CH:4][CH:3]=1.[Na+].S(Cl)([Cl:17])=O. Product: [Cl:1][C:2]1[CH:7]=[CH:6][C:5]([CH2:8][CH2:9][S:10]([Cl:17])(=[O:13])=[O:11])=[CH:4][CH:3]=1. The catalyst class is: 588. (2) Reactant: [CH2:1]([N:8]1[C:13](=O)[CH2:12][C:11]([CH3:16])([CH3:15])/[C:10](=[N:17]/O)/[C:9]1=O)[C:2]1[CH:7]=[CH:6][CH:5]=[CH:4][CH:3]=1.[H-].[H-].[H-].[H-].[Li+].[Al+3]. Product: [CH2:1]([N:8]1[CH2:13][CH2:12][C:11]([CH3:15])([CH3:16])[CH:10]([NH2:17])[CH2:9]1)[C:2]1[CH:3]=[CH:4][CH:5]=[CH:6][CH:7]=1. The catalyst class is: 1. (3) The catalyst class is: 5. Product: [F:12][C:7]1[CH:6]=[C:5]2[C:10]([N:11]=[C:2]([O:20][CH3:23])[C:3]3[N:4]2[C:13]([CH2:17][CH2:18][CH3:19])=[N:14][C:15]=3[CH3:16])=[CH:9][CH:8]=1. Reactant: Cl[C:2]1[C:3]2[N:4]([C:13]([CH2:17][CH2:18][CH3:19])=[N:14][C:15]=2[CH3:16])[C:5]2[C:10]([N:11]=1)=[CH:9][CH:8]=[C:7]([F:12])[CH:6]=2.[OH-:20].[K+].Cl[CH2:23]Cl.O.